Dataset: Catalyst prediction with 721,799 reactions and 888 catalyst types from USPTO. Task: Predict which catalyst facilitates the given reaction. (1) Reactant: Br[C:2]1[C:7](=[O:8])[N:6]([CH:9]2[CH2:13][CH2:12][CH2:11][CH2:10]2)[CH:5]=[C:4]([C:14]([O:16][CH3:17])=[O:15])[CH:3]=1.[NH:18]1[CH2:22][CH2:21][CH2:20][CH2:19]1.C(=O)([O-])[O-].[Cs+].[Cs+]. Product: [CH:9]1([N:6]2[C:7](=[O:8])[C:2]([N:18]3[CH2:22][CH2:21][CH2:20][CH2:19]3)=[CH:3][C:4]([C:14]([O:16][CH3:17])=[O:15])=[CH:5]2)[CH2:13][CH2:12][CH2:11][CH2:10]1. The catalyst class is: 110. (2) Reactant: [Cl:1][C:2]1[CH:3]=[C:4]([CH:7]=[CH:8][C:9]=1[Cl:10])[CH2:5]Cl.O.Cl.[O:13]=[C:14]1[CH2:19][CH2:18][NH:17][CH2:16][CH2:15]1.C(N(CC)CC)C. Product: [Cl:1][C:2]1[CH:3]=[C:4]([CH:7]=[CH:8][C:9]=1[Cl:10])[CH2:5][N:17]1[CH2:18][CH2:19][C:14](=[O:13])[CH2:15][CH2:16]1. The catalyst class is: 9.